From a dataset of Forward reaction prediction with 1.9M reactions from USPTO patents (1976-2016). Predict the product of the given reaction. (1) The product is: [CH3:37][O:36][CH2:35][CH2:34][O:33][C:31]1[N:32]=[C:26]([CH:11]2[CH2:12][CH:13]([C:15]3[CH:16]=[CH:17][C:18]([O:21][C:22]([F:23])([F:24])[F:25])=[CH:19][CH:20]=3)[CH2:14][N:9]([C:7]([N:1]3[CH2:6][CH2:5][S:4][CH2:3][CH2:2]3)=[O:8])[CH2:10]2)[O:28][N:30]=1. Given the reactants [N:1]1([C:7]([N:9]2[CH2:14][CH:13]([C:15]3[CH:20]=[CH:19][C:18]([O:21][C:22]([F:25])([F:24])[F:23])=[CH:17][CH:16]=3)[CH2:12][CH:11]([C:26]([OH:28])=O)[CH2:10]2)=[O:8])[CH2:6][CH2:5][S:4][CH2:3][CH2:2]1.O[N:30]=[C:31]([O:33][CH2:34][CH2:35][O:36][CH3:37])[NH2:32], predict the reaction product. (2) Given the reactants [Cl:1][C:2]1[CH:3]=[CH:4][C:5]([C:8]([OH:10])=O)=[N:6][CH:7]=1.N=C=N.[C:14]1([C:20]2[CH:24]=[C:23]([CH2:25][N:26]3[CH2:31][CH2:30][CH:29]([CH2:32][NH2:33])[CH2:28][CH2:27]3)[O:22][N:21]=2)[CH:19]=[CH:18][CH:17]=[CH:16][CH:15]=1.C(=O)C1C=CC=CC=1.C([NH+](CC)CC)C.C(=O)([O-])[O-], predict the reaction product. The product is: [Cl:1][C:2]1[CH:3]=[CH:4][C:5]([C:8]([NH:33][CH2:32][CH:29]2[CH2:28][CH2:27][N:26]([CH2:25][C:23]3[O:22][N:21]=[C:20]([C:14]4[CH:19]=[CH:18][CH:17]=[CH:16][CH:15]=4)[CH:24]=3)[CH2:31][CH2:30]2)=[O:10])=[N:6][CH:7]=1.